Dataset: Full USPTO retrosynthesis dataset with 1.9M reactions from patents (1976-2016). Task: Predict the reactants needed to synthesize the given product. (1) Given the product [CH2:1]([O:8][C:9]1[N:10]=[N:11][C:12]([C:23]#[C:24][C:25]2[CH:30]=[CH:29][CH:28]=[CH:27][C:26]=2[F:62])=[CH:13][C:14]=1[O:15][CH2:16][C:17]1[CH:18]=[CH:19][CH:20]=[CH:21][CH:22]=1)[C:2]1[CH:3]=[CH:4][CH:5]=[CH:6][CH:7]=1, predict the reactants needed to synthesize it. The reactants are: [CH2:1]([O:8][C:9]1[N:10]=[N:11][C:12]([C:23]#[C:24][C:25]2[CH:30]=[CH:29][CH:28]=[CH:27][CH:26]=2)=[CH:13][C:14]=1[O:15][CH2:16][C:17]1[CH:22]=[CH:21][CH:20]=[CH:19][CH:18]=1)[C:2]1[CH:7]=[CH:6][CH:5]=[CH:4][CH:3]=1.C(OC1N=NC(Cl)=CC=1OCC1C=CC=CC=1)C1C=CC=CC=1.C(C1C=CC=CC=1[F:62])#C. (2) Given the product [N:11]1([CH2:16][CH2:17][NH:18][C:19]([C:21]2[CH:26]=[CH:25][C:24]([NH:10][C:7]3[N:8]=[CH:9][C:4]([N+:1]([O-:3])=[O:2])=[CH:5][N:6]=3)=[CH:23][N:22]=2)=[O:20])[CH2:15][CH2:14][CH2:13][CH2:12]1, predict the reactants needed to synthesize it. The reactants are: [N+:1]([C:4]1[CH:5]=[N:6][C:7]([NH2:10])=[N:8][CH:9]=1)([O-:3])=[O:2].[N:11]1([CH2:16][CH2:17][NH:18][C:19]([C:21]2[CH:26]=[CH:25][C:24](Br)=[CH:23][N:22]=2)=[O:20])[CH2:15][CH2:14][CH2:13][CH2:12]1.C(=O)([O-])[O-].[Cs+].[Cs+].C1(P(C2C=CC=CC=2)C2C3OC4C(=CC=CC=4P(C4C=CC=CC=4)C4C=CC=CC=4)C(C)(C)C=3C=CC=2)C=CC=CC=1. (3) Given the product [CH2:1]([N:8]1[C:16]2[C:11](=[CH:12][CH:13]=[C:14]([C:17]3[C:18]4[CH:25]=[C:24]([C:26]5[CH2:31][CH2:30][N:29]([C:32]([O:34][C:35]([CH3:36])([CH3:38])[CH3:37])=[O:33])[CH2:28][CH:27]=5)[NH:23][C:19]=4[N:20]=[CH:21][N:22]=3)[CH:15]=2)[C:10]([C:48]#[N:49])=[CH:9]1)[C:2]1[CH:7]=[CH:6][CH:5]=[CH:4][CH:3]=1, predict the reactants needed to synthesize it. The reactants are: [CH2:1]([N:8]1[C:16]2[C:11](=[CH:12][CH:13]=[C:14]([C:17]3[C:18]4[CH:25]=[C:24]([C:26]5[CH2:31][CH2:30][N:29]([C:32]([O:34][C:35]([CH3:38])([CH3:37])[CH3:36])=[O:33])[CH2:28][CH:27]=5)[N:23](S(C5C=CC=CC=5)(=O)=O)[C:19]=4[N:20]=[CH:21][N:22]=3)[CH:15]=2)[C:10]([C:48]#[N:49])=[CH:9]1)[C:2]1[CH:7]=[CH:6][CH:5]=[CH:4][CH:3]=1.[OH-].[Na+].